Dataset: Catalyst prediction with 721,799 reactions and 888 catalyst types from USPTO. Task: Predict which catalyst facilitates the given reaction. (1) Reactant: Br[C:2]1[CH:10]=[CH:9][C:5]2=[N:6][O:7][N:8]=[C:4]2[CH:3]=1.[CH:11]([CH:13]1[CH2:18][CH2:17][N:16]([C:19]([O:21][C:22]([CH3:25])([CH3:24])[CH3:23])=[O:20])[CH2:15][CH2:14]1)=[CH2:12].C(N(CC)CC)C. Product: [N:6]1[O:7][N:8]=[C:4]2[CH:3]=[C:2](/[CH:12]=[CH:11]/[CH:13]3[CH2:14][CH2:15][N:16]([C:19]([O:21][C:22]([CH3:25])([CH3:24])[CH3:23])=[O:20])[CH2:17][CH2:18]3)[CH:10]=[CH:9][C:5]=12. The catalyst class is: 826. (2) Reactant: [Na].[CH:2]([C:13](OCC)=O)([C:8]([O:10][CH2:11][CH3:12])=[O:9])[C:3]([O:5][CH2:6][CH3:7])=[O:4].[CH2:18](Br)[C:19]#C.Cl. Product: [CH2:13]([CH:2]([C:3]([O:5][CH2:6][CH3:7])=[O:4])[C:8]([O:10][CH2:11][CH3:12])=[O:9])[C:18]#[CH:19]. The catalyst class is: 588. (3) Reactant: [C:1]([O:5][C:6](=[O:12])[NH:7][CH2:8][CH2:9][CH2:10][NH2:11])([CH3:4])([CH3:3])[CH3:2].C([N:21]=[C:22]=[S:23])(=O)C1C=CC=CC=1.C([O-])([O-])=O.[K+].[K+]. Product: [C:1]([O:5][C:6](=[O:12])[NH:7][CH2:8][CH2:9][CH2:10][NH:11][C:22]([NH2:21])=[S:23])([CH3:4])([CH3:2])[CH3:3]. The catalyst class is: 20. (4) Reactant: C(OC(=O)[NH:7][C@@H:8]([C:15]1[N:24]2[N:25]=[C:26]([NH2:28])[N:27]=[C:23]2[C:22]2[CH:21]=[CH:20][CH:19]=[CH:18][C:17]=2[N:16]=1)[C:9]1[CH:14]=[CH:13][CH:12]=[CH:11][CH:10]=1)(C)(C)C.FC(F)(F)C(O)=O. Product: [NH2:7][C@H:8]([C:9]1[CH:14]=[CH:13][CH:12]=[CH:11][CH:10]=1)[C:15]1[N:24]2[N:25]=[C:26]([NH2:28])[N:27]=[C:23]2[C:22]2[CH:21]=[CH:20][CH:19]=[CH:18][C:17]=2[N:16]=1. The catalyst class is: 4. (5) Reactant: [NH2:1][C:2]1[CH:17]=[CH:16][CH:15]=[C:14]([Cl:18])[C:3]=1[C:4]([NH:6][C:7]1[CH:12]=[CH:11][CH:10]=[CH:9][C:8]=1[CH3:13])=[O:5].[Cl:19][CH2:20][C:21](Cl)=O. Product: [Cl:18][C:14]1[CH:15]=[CH:16][CH:17]=[C:2]2[C:3]=1[C:4](=[O:5])[N:6]([C:7]1[CH:12]=[CH:11][CH:10]=[CH:9][C:8]=1[CH3:13])[C:21]([CH2:20][Cl:19])=[N:1]2. The catalyst class is: 15. (6) The catalyst class is: 1. Reactant: [CH:1]1[C:13]2[CH2:12][C:11]3[C:6](=[CH:7][CH:8]=[CH:9][CH:10]=3)[C:5]=2[CH:4]=[CH:3][CH:2]=1.[Li][CH2:15]CCC.CI.Cl. Product: [CH3:15][CH:12]1[C:11]2[CH:10]=[CH:9][CH:8]=[CH:7][C:6]=2[C:5]2[C:13]1=[CH:1][CH:2]=[CH:3][CH:4]=2. (7) Reactant: [BH4-].[Na+].[CH3:3][O:4][C:5]1[CH:14]=[C:13]2[C:8]([CH:9]=[CH:10][N:11]=[C:12]2[O:15][CH2:16][CH:17]2[CH2:22][CH2:21][N:20]([CH2:23][C:24]([C:26]3[CH:27]=[CH:28][C:29]4[O:34][CH2:33][C:32](=[O:35])[NH:31][C:30]=4[CH:36]=3)=[O:25])[CH2:19][CH2:18]2)=[CH:7][CH:6]=1. Product: [OH:25][CH:24]([C:26]1[CH:27]=[CH:28][C:29]2[O:34][CH2:33][C:32](=[O:35])[NH:31][C:30]=2[CH:36]=1)[CH2:23][N:20]1[CH2:19][CH2:18][CH:17]([CH2:16][O:15][C:12]2[C:13]3[C:8](=[CH:7][CH:6]=[C:5]([O:4][CH3:3])[CH:14]=3)[CH:9]=[CH:10][N:11]=2)[CH2:22][CH2:21]1. The catalyst class is: 8.